Dataset: Reaction yield outcomes from USPTO patents with 853,638 reactions. Task: Predict the reaction yield, written as a fraction of the theoretical maximum amount of product (1.0 means a 100% yield; for example, 0.34 means a 34% yield). (1) The catalyst is C1COCC1. The yield is 0.327. The product is [OH:1][C:2]1([C:18]2[CH:19]=[CH:20][C:15]([O:14][CH3:13])=[CH:16][CH:17]=2)[CH2:5][N:4]([C:6]([O:8][C:9]([CH3:12])([CH3:11])[CH3:10])=[O:7])[CH2:3]1. The reactants are [O:1]=[C:2]1[CH2:5][N:4]([C:6]([O:8][C:9]([CH3:12])([CH3:11])[CH3:10])=[O:7])[CH2:3]1.[CH3:13][O:14][C:15]1[CH:20]=[CH:19][C:18]([Mg]Br)=[CH:17][CH:16]=1.[Cl-].[NH4+]. (2) The reactants are [C:1]1([S:7](Cl)(=[O:9])=[O:8])[CH:6]=[CH:5][CH:4]=[CH:3][CH:2]=1.[NH:11]1[C:19]2[C:14](=[CH:15][CH:16]=[CH:17][CH:18]=2)[CH2:13][CH2:12]1.CCN(CC)CC. The catalyst is CN(C1C=CN=CC=1)C.C(Cl)Cl. The product is [C:1]1([S:7]([N:11]2[C:19]3[C:14](=[CH:15][CH:16]=[CH:17][CH:18]=3)[CH2:13][CH2:12]2)(=[O:9])=[O:8])[CH:6]=[CH:5][CH:4]=[CH:3][CH:2]=1. The yield is 0.960.